From a dataset of Reaction yield outcomes from USPTO patents with 853,638 reactions. Predict the reaction yield, written as a fraction of the theoretical maximum amount of product (1.0 means a 100% yield; for example, 0.34 means a 34% yield). (1) The reactants are [NH:1]([S:8]([CH2:11][CH2:12][CH2:13][CH2:14][CH2:15][C:16]([O:18]CC)=O)(=[O:10])=[O:9])[C:2]1[CH:7]=[CH:6][CH:5]=[CH:4][CH:3]=1.Cl.[NH2:22][OH:23].C[O-].[Na+]. The catalyst is CO. The product is [NH:1]([S:8]([CH2:11][CH2:12][CH2:13][CH2:14][CH2:15][C:16]([NH:22][OH:23])=[O:18])(=[O:10])=[O:9])[C:2]1[CH:7]=[CH:6][CH:5]=[CH:4][CH:3]=1. The yield is 0.690. (2) The reactants are [NH2:1][C:2]1[CH:36]=[CH:35][C:5]([O:6][C:7]2[CH:12]=[CH:11][N:10]=[C:9]3[CH:13]=[C:14]([C:16]4[N:21]=[CH:20][C:19]([CH2:22][N:23]([CH2:31][CH2:32][O:33][CH3:34])[C:24](=[O:30])[O:25][C:26]([CH3:29])([CH3:28])[CH3:27])=[CH:18][CH:17]=4)[S:15][C:8]=23)=[C:4]([F:37])[CH:3]=1.CCN([CH:44]([CH3:46])[CH3:45])C(C)C.CN(C(ON1N=N[C:57]2[CH:58]=[CH:59][CH:60]=N[C:56]1=2)=[N+](C)C)C.[F:64][P-](F)(F)(F)(F)F.C([O:74][CH2:75]C)(=O)C.[CH3:77][N:78]([CH:80]=[O:81])C. No catalyst specified. The product is [F:37][C:4]1[CH:3]=[C:2]([NH:1][C:75]([C:44]2([C:80](=[O:81])[NH:78][C:77]3[CH:56]=[CH:57][C:58]([F:64])=[CH:59][CH:60]=3)[CH2:45][CH2:46]2)=[O:74])[CH:36]=[CH:35][C:5]=1[O:6][C:7]1[CH:12]=[CH:11][N:10]=[C:9]2[CH:13]=[C:14]([C:16]3[N:21]=[CH:20][C:19]([CH2:22][N:23]([CH2:31][CH2:32][O:33][CH3:34])[C:24](=[O:30])[O:25][C:26]([CH3:29])([CH3:28])[CH3:27])=[CH:18][CH:17]=3)[S:15][C:8]=12. The yield is 0.740. (3) The yield is 0.890. The reactants are [Si]([O:8][C@H:9]1[CH2:14][CH2:13][C@H:12]([O:15][C:16]2[C:21]([Cl:22])=[CH:20][C:19]([S:23]([N:26]([CH2:33][C:34]3[CH:39]=[CH:38][C:37]([O:40][CH3:41])=[CH:36][C:35]=3[O:42][CH3:43])[C:27]3[CH:32]=[CH:31][N:30]=[CH:29][N:28]=3)(=[O:25])=[O:24])=[C:18]([F:44])[CH:17]=2)[C@@H:11]([C:45]2[N:49]([CH3:50])[N:48]=[CH:47][CH:46]=2)[CH2:10]1)(C(C)(C)C)(C)C.[F-].C([N+](CCCC)(CCCC)CCCC)CCC. The catalyst is C1COCC1. The product is [Cl:22][C:21]1[C:16]([O:15][C@H:12]2[CH2:13][CH2:14][C@H:9]([OH:8])[CH2:10][C@@H:11]2[C:45]2[N:49]([CH3:50])[N:48]=[CH:47][CH:46]=2)=[CH:17][C:18]([F:44])=[C:19]([S:23]([N:26]([CH2:33][C:34]2[CH:39]=[CH:38][C:37]([O:40][CH3:41])=[CH:36][C:35]=2[O:42][CH3:43])[C:27]2[CH:32]=[CH:31][N:30]=[CH:29][N:28]=2)(=[O:25])=[O:24])[CH:20]=1. (4) The reactants are O.C1(C)C=CC(S(O)(=O)=O)=CC=1.[C:13]([C:17]1[CH:18]=[C:19]([C:27]2[CH:35]=[CH:34][CH:33]=[C:32]3[C:28]=2[CH2:29][CH:30]([CH2:37][C:38]2([CH3:44])[CH2:43][CH2:42][CH2:41][CH2:40][CH2:39]2)[CH:31]3O)[CH:20]=[C:21]([C:23]([CH3:26])([CH3:25])[CH3:24])[CH:22]=1)([CH3:16])([CH3:15])[CH3:14]. The catalyst is C1(C)C=CC=CC=1. The product is [C:13]([C:17]1[CH:18]=[C:19]([C:27]2[CH:35]=[CH:34][CH:33]=[C:32]3[C:28]=2[CH2:29][C:30]([CH2:37][C:38]2([CH3:44])[CH2:43][CH2:42][CH2:41][CH2:40][CH2:39]2)=[CH:31]3)[CH:20]=[C:21]([C:23]([CH3:26])([CH3:25])[CH3:24])[CH:22]=1)([CH3:14])([CH3:15])[CH3:16]. The yield is 0.810. (5) The product is [OH:2][C:3]1[CH:4]=[C:5]2[C:10](=[CH:11][CH:12]=1)[N:9]=[C:8]([C:13]1[CH:14]=[CH:15][C:16]([C:17]([OH:19])=[O:18])=[CH:20][CH:21]=1)[N:7]=[C:6]2[CH3:22]. The yield is 0.760. The reactants are C[O:2][C:3]1[CH:4]=[C:5]2[C:10](=[CH:11][CH:12]=1)[N:9]=[C:8]([C:13]1[CH:21]=[CH:20][C:16]([C:17]([OH:19])=[O:18])=[CH:15][CH:14]=1)[N:7]=[C:6]2[CH3:22].B(Br)(Br)Br. The catalyst is C(Cl)Cl. (6) The reactants are [H-].[Na+].[CH3:3][O:4][C:5]1[C:21]([O:22][CH3:23])=[C:20]([O:24][CH3:25])[CH:19]=[C:18]([CH3:26])[C:6]=1[C:7]([C:9]1[C:10](F)=[N:11][CH:12]=[C:13]([CH3:16])[C:14]=1[CH3:15])=[O:8].[OH2:27].Cl.[CH3:29]O. No catalyst specified. The product is [CH3:3][O:4][C:5]1[C:21]([O:22][CH3:23])=[C:20]([O:24][CH3:25])[CH:19]=[C:18]([CH3:26])[C:6]=1[C:7]([C:9]1[C:10]([O:27][CH3:29])=[N:11][CH:12]=[C:13]([CH3:16])[C:14]=1[CH3:15])=[O:8]. The yield is 0.430. (7) The reactants are [CH:1]1([NH2:6])[CH2:5][CH2:4][CH2:3][CH2:2]1.[CH2:7]=[C:8]1[O:12][C:10](=[O:11])[CH2:9]1. The catalyst is O1CCCC1. The product is [CH:1]1([NH:6][C:10](=[O:11])[CH2:9][C:8](=[O:12])[CH3:7])[CH2:5][CH2:4][CH2:3][CH2:2]1. The yield is 0.780.